Dataset: Forward reaction prediction with 1.9M reactions from USPTO patents (1976-2016). Task: Predict the product of the given reaction. (1) Given the reactants [CH3:1][S:2]([O:5][C:6]1[C:14]([O:15][CH3:16])=[CH:13][C:12]([C:17]2[N:18](C(OC(C)(C)C)=O)[C:19]3[C:24]([CH:25]=2)=[CH:23][CH:22]=[CH:21][CH:20]=3)=[C:11]2[C:7]=1[CH2:8][NH:9][C:10]2=[O:33])(=[O:4])=[O:3].[ClH:34].CO, predict the reaction product. The product is: [ClH:34].[CH3:1][S:2]([O:5][C:6]1[C:14]([O:15][CH3:16])=[CH:13][C:12]([C:17]2[NH:18][C:19]3[C:24]([CH:25]=2)=[CH:23][CH:22]=[CH:21][CH:20]=3)=[C:11]2[C:7]=1[CH2:8][NH:9][C:10]2=[O:33])(=[O:3])=[O:4]. (2) Given the reactants [C:1](Cl)(=[O:19])[CH2:2][CH2:3][CH2:4][CH2:5][CH2:6][CH2:7][CH2:8][CH2:9][CH2:10][CH2:11][CH2:12][CH2:13][CH2:14][CH2:15][CH2:16][CH2:17][CH3:18].[CH3:21][C:22]([O:25][C:26](=[O:72])[C@H:27]([CH2:67][CH2:68][CH2:69][CH2:70][NH2:71])[N:28]([CH2:48][CH2:49][N:50]([CH2:59][C:60]([O:62][C:63]([CH3:66])([CH3:65])[CH3:64])=[O:61])[CH2:51][C:52](=[O:58])[O:53][C:54]([CH3:57])([CH3:56])[CH3:55])[CH2:29][CH2:30][N:31]([CH2:40][C:41](=[O:47])[O:42][C:43]([CH3:46])([CH3:45])[CH3:44])[CH2:32][C:33](=[O:39])[O:34][C:35]([CH3:38])([CH3:37])[CH3:36])([CH3:24])[CH3:23], predict the reaction product. The product is: [CH3:24][C:22]([O:25][C:26](=[O:72])[C@H:27]([CH2:67][CH2:68][CH2:69][CH2:70][NH:71][C:1](=[O:19])[CH2:2][CH2:3][CH2:4][CH2:5][CH2:6][CH2:7][CH2:8][CH2:9][CH2:10][CH2:11][CH2:12][CH2:13][CH2:14][CH2:15][CH2:16][CH2:17][CH3:18])[N:28]([CH2:29][CH2:30][N:31]([CH2:40][C:41]([O:42][C:43]([CH3:46])([CH3:45])[CH3:44])=[O:47])[CH2:32][C:33](=[O:39])[O:34][C:35]([CH3:36])([CH3:37])[CH3:38])[CH2:48][CH2:49][N:50]([CH2:51][C:52](=[O:58])[O:53][C:54]([CH3:55])([CH3:56])[CH3:57])[CH2:59][C:60](=[O:61])[O:62][C:63]([CH3:64])([CH3:65])[CH3:66])([CH3:21])[CH3:23]. (3) The product is: [C:24]([NH:18][S:17]([C:15]1[CH:14]=[CH:13][C:12]([O:21][CH3:22])=[C:11]([CH:16]=1)[C:10]([NH:9][CH2:8][CH:4]1[CH2:5][CH2:6][CH2:7][N:3]1[CH2:1][CH3:2])=[O:23])(=[O:19])=[O:20])(=[O:26])[CH3:25]. Given the reactants [CH2:1]([N:3]1[CH2:7][CH2:6][CH2:5][CH:4]1[CH2:8][NH:9][C:10](=[O:23])[C:11]1[CH:16]=[C:15]([S:17](=[O:20])(=[O:19])[NH2:18])[CH:14]=[CH:13][C:12]=1[O:21][CH3:22])[CH3:2].[C:24](OC(=O)C)(=[O:26])[CH3:25].C(N(CC)CC)C, predict the reaction product. (4) Given the reactants [CH2:1]([O:3][P:4]([CH2:9][C:10]1[CH:15]=[CH:14][C:13]([NH:16][C:17]2[N:22]=[C:21]([NH:23][C:24]3[CH:32]=[CH:31][C:30](Br)=[C:29]4[C:25]=3[C:26](=[O:35])[N:27]([CH3:34])[CH2:28]4)[C:20]([C:36]([F:39])([F:38])[F:37])=[CH:19][N:18]=2)=[C:12]([O:40][CH3:41])[CH:11]=1)(=[O:8])[O:5][CH2:6][CH3:7])[CH3:2].OB(O)[C:44]1[CH:52]=[CH:51][C:47]([C:48]([OH:50])=[O:49])=[CH:46][CH:45]=1.C(=O)([O-])[O-].[K+].[K+].ClCCl, predict the reaction product. The product is: [CH2:1]([O:3][P:4]([CH2:9][C:10]1[CH:15]=[CH:14][C:13]([NH:16][C:17]2[N:22]=[C:21]([NH:23][C:24]3[CH:32]=[CH:31][C:30]([C:44]4[CH:52]=[CH:51][C:47]([C:48]([OH:50])=[O:49])=[CH:46][CH:45]=4)=[C:29]4[C:25]=3[C:26](=[O:35])[N:27]([CH3:34])[CH2:28]4)[C:20]([C:36]([F:39])([F:37])[F:38])=[CH:19][N:18]=2)=[C:12]([O:40][CH3:41])[CH:11]=1)([O:5][CH2:6][CH3:7])=[O:8])[CH3:2]. (5) Given the reactants [Cl:1][C:2]1[CH:3]=[CH:4][C:5]2[N:11]3[CH:12]=[CH:13][CH:14]=[C:10]3[C@@H:9]([CH2:15][C:16]([N:18]3[CH2:23][CH2:22][N:21]([CH2:24][C:25]([O:27]CC)=[O:26])[CH2:20][CH2:19]3)=[O:17])[O:8][C@H:7]([C:30]3[CH:35]=[CH:34][CH:33]=[C:32]([O:36][CH3:37])[C:31]=3[O:38][CH3:39])[C:6]=2[CH:40]=1.C(=O)([O-])[O-].[K+].[K+].Cl.C(OCC)(=O)C, predict the reaction product. The product is: [Cl:1][C:2]1[CH:3]=[CH:4][C:5]2[N:11]3[CH:12]=[CH:13][CH:14]=[C:10]3[C@@H:9]([CH2:15][C:16]([N:18]3[CH2:23][CH2:22][N:21]([CH2:24][C:25]([OH:27])=[O:26])[CH2:20][CH2:19]3)=[O:17])[O:8][C@H:7]([C:30]3[CH:35]=[CH:34][CH:33]=[C:32]([O:36][CH3:37])[C:31]=3[O:38][CH3:39])[C:6]=2[CH:40]=1. (6) Given the reactants C(OC([N:8]1[CH2:13][CH2:12][CH:11]([NH:14][C:15]2[N:20]=[C:19]3[NH:21][N:22]=[C:23]([C:24]4[CH:29]=[CH:28][N:27]=[C:26]([NH:30][CH2:31][C:32]5[CH:37]=[CH:36][CH:35]=[C:34]([Cl:38])[CH:33]=5)[N:25]=4)[C:18]3=[CH:17][N:16]=2)[CH2:10][CH2:9]1)=O)(C)(C)C.Cl, predict the reaction product. The product is: [Cl:38][C:34]1[CH:33]=[C:32]([CH:37]=[CH:36][CH:35]=1)[CH2:31][NH:30][C:26]1[N:25]=[C:24]([C:23]2[C:18]3[C:19](=[N:20][C:15]([NH:14][CH:11]4[CH2:10][CH2:9][NH:8][CH2:13][CH2:12]4)=[N:16][CH:17]=3)[NH:21][N:22]=2)[CH:29]=[CH:28][N:27]=1.